Predict the product of the given reaction. From a dataset of Forward reaction prediction with 1.9M reactions from USPTO patents (1976-2016). (1) Given the reactants C(OC([NH:8][C:9]1[CH:10]=[N:11][CH:12]=[CH:13][C:14]=1B(O)O)=O)(C)(C)C.C1(P(C2C=CC=CC=2)C2C=CC=CC=2)C=CC=CC=1.Br[C:38]1[CH:43]=[CH:42][N:41]=[CH:40][C:39]=1[CH3:44].[O-]P([O-])([O-])=O.[K+].[K+].[K+], predict the reaction product. The product is: [CH3:44][C:39]1[CH:40]=[N:41][CH:42]=[CH:43][C:38]=1[C:14]1[CH:13]=[CH:12][N:11]=[CH:10][C:9]=1[NH2:8]. (2) Given the reactants [CH2:1]1[C:9]2[C:4](=[C:5]([NH:10][C:11]3[N:16]4[N:17]=[CH:18][C:19]([C:20](O)=[O:21])=[C:15]4[N:14]=[CH:13][C:12]=3[C:23]([N:25]3[CH2:30][CH2:29][CH:28]([C:31]4[CH:36]=[CH:35][CH:34]=[CH:33][CH:32]=4)[CH2:27][CH2:26]3)=[O:24])[CH:6]=[CH:7][CH:8]=2)[CH2:3][CH2:2]1.[CH2:37]([S:39]([NH2:42])(=[O:41])=[O:40])[CH3:38], predict the reaction product. The product is: [CH2:1]1[C:9]2[C:4](=[C:5]([NH:10][C:11]3[N:16]4[N:17]=[CH:18][C:19]([C:20]([NH:42][S:39]([CH2:37][CH3:38])(=[O:41])=[O:40])=[O:21])=[C:15]4[N:14]=[CH:13][C:12]=3[C:23]([N:25]3[CH2:26][CH2:27][CH:28]([C:31]4[CH:32]=[CH:33][CH:34]=[CH:35][CH:36]=4)[CH2:29][CH2:30]3)=[O:24])[CH:6]=[CH:7][CH:8]=2)[CH2:3][CH2:2]1. (3) The product is: [Br:1][C:2]1[CH:3]=[C:4]([CH:17]=[CH:18][CH:19]=1)[NH:5][C:6]1[C:7]2[CH:15]=[C:14]([NH:21][CH3:20])[N:13]=[CH:12][C:8]=2[N:9]=[CH:10][N:11]=1. Given the reactants [Br:1][C:2]1[CH:3]=[C:4]([CH:17]=[CH:18][CH:19]=1)[NH:5][C:6]1[C:7]2[CH:15]=[C:14](F)[N:13]=[CH:12][C:8]=2[N:9]=[CH:10][N:11]=1.[CH3:20][NH2:21], predict the reaction product. (4) Given the reactants [Br:1][C:2]1[C:3]([N:12]2[CH2:17][CH2:16][N:15]([CH2:18][C:19]3[CH:23]=[C:22]([CH3:24])[O:21][N:20]=3)[CH2:14][CH2:13]2)=[C:4]([N+:9]([O-])=O)[C:5]([NH2:8])=[N:6][CH:7]=1.CCO.[N:28]1([CH2:33][C:34]2[CH:41]=[CH:40][C:37]([CH:38]=O)=[CH:36][CH:35]=2)[CH:32]=[CH:31][CH:30]=[N:29]1.[O-]S(S([O-])=O)=O.[Na+].[Na+], predict the reaction product. The product is: [Br:1][C:2]1[C:3]([N:12]2[CH2:17][CH2:16][N:15]([CH2:18][C:19]3[CH:23]=[C:22]([CH3:24])[O:21][N:20]=3)[CH2:14][CH2:13]2)=[C:4]2[N:9]=[C:38]([C:37]3[CH:36]=[CH:35][C:34]([CH2:33][N:28]4[CH:32]=[CH:31][CH:30]=[N:29]4)=[CH:41][CH:40]=3)[NH:8][C:5]2=[N:6][CH:7]=1. (5) Given the reactants [CH3:1][N:2]1[CH2:7][CH2:6][NH:5][CH2:4][CH2:3]1.[CH2:8]([O:10][C:11]1[CH:16]=[CH:15][C:14]([S:17](Cl)(=[O:19])=[O:18])=[CH:13][C:12]=1[C:21]1[NH:26][C:25](=[O:27])[N:24]2[C:28]([CH3:34])=[N:29][C:30]([CH2:31][CH2:32][CH3:33])=[C:23]2[N:22]=1)[CH3:9], predict the reaction product. The product is: [CH2:8]([O:10][C:11]1[CH:16]=[CH:15][C:14]([S:17]([N:5]2[CH2:6][CH2:7][N:2]([CH3:1])[CH2:3][CH2:4]2)(=[O:19])=[O:18])=[CH:13][C:12]=1[C:21]1[NH:26][C:25](=[O:27])[N:24]2[C:28]([CH3:34])=[N:29][C:30]([CH2:31][CH2:32][CH3:33])=[C:23]2[N:22]=1)[CH3:9]. (6) Given the reactants [F:1][C:2]([F:10])([F:9])[C:3](=O)[CH:4]([CH3:7])[C:5]#[N:6].[CH3:11][O:12][C:13]1[CH:18]=[CH:17][C:16]([NH:19][NH2:20])=[CH:15][CH:14]=1.Cl, predict the reaction product. The product is: [CH3:7][C:4]1[C:3]([C:2]([F:10])([F:9])[F:1])=[N:20][N:19]([C:16]2[CH:17]=[CH:18][C:13]([O:12][CH3:11])=[CH:14][CH:15]=2)[C:5]=1[NH2:6]. (7) Given the reactants [CH:1]1([C:4]2[C:5]([O:15][C@@H:16]3[CH2:21][CH2:20][CH2:19][NH:18][CH2:17]3)=[CH:6][C:7]([F:14])=[C:8]([CH:13]=2)[C:9]([O:11][CH3:12])=[O:10])[CH2:3][CH2:2]1.C(=O)([O-])[O-].[K+].[K+].Br[CH2:29][C:30]1[CH:35]=[CH:34][C:33]([F:36])=[CH:32][C:31]=1[C:37]([F:40])([F:39])[F:38].O, predict the reaction product. The product is: [CH:1]1([C:4]2[C:5]([O:15][C@@H:16]3[CH2:21][CH2:20][CH2:19][N:18]([CH2:29][C:30]4[CH:35]=[CH:34][C:33]([F:36])=[CH:32][C:31]=4[C:37]([F:39])([F:38])[F:40])[CH2:17]3)=[CH:6][C:7]([F:14])=[C:8]([CH:13]=2)[C:9]([O:11][CH3:12])=[O:10])[CH2:2][CH2:3]1. (8) Given the reactants C([O:4][CH2:5][C@@H:6]([CH2:12][O:13][S:14]([C:17]1[CH:22]=[CH:21][C:20]([CH3:23])=[CH:19][CH:18]=1)(=[O:16])=[O:15])[CH2:7][CH2:8][CH:9]1[CH2:11][O:10]1)(=O)C.C([O-])([O-])=O.[K+].[K+], predict the reaction product. The product is: [CH3:23][C:20]1[CH:19]=[CH:18][C:17]([S:14]([O:13][CH2:12][C@H:6]([CH2:5][OH:4])[CH2:7][CH2:8][CH:9]2[CH2:11][O:10]2)(=[O:16])=[O:15])=[CH:22][CH:21]=1.